Predict the reaction yield, written as a fraction of the theoretical maximum amount of product (1.0 means a 100% yield; for example, 0.34 means a 34% yield). From a dataset of Reaction yield outcomes from USPTO patents with 853,638 reactions. (1) The reactants are [CH2:1]([P:5]([CH2:10][CH2:11][CH2:12][CH3:13])[CH2:6][CH2:7][CH2:8][CH3:9])[CH2:2][CH2:3][CH3:4].[Cl:14]C[C:16]1[N:17]=[C:18]([CH3:21])[S:19][CH:20]=1.[CH:22]1C=CC=CC=1. No catalyst specified. The product is [Cl-:14].[CH3:21][C:18]1[S:19][CH:20]=[C:16]([CH:10]([P+:5]([CH3:22])([CH2:1][CH2:2][CH2:3][CH3:4])[CH2:6][CH2:7][CH2:8][CH3:9])[CH2:11][CH2:12][CH3:13])[N:17]=1. The yield is 0.970. (2) The reactants are [CH3:1][C:2]1[NH:7][C:6](=[O:8])[C:5]([C:9]#[N:10])=[C:4]([CH2:11][CH2:12][CH3:13])[CH:3]=1.[BH4-].[Na+].II.Cl.[CH2:19]1[CH2:23]OC[CH2:20]1. No catalyst specified. The product is [NH2:10][CH2:9][C:5]1[C:6](=[O:8])[NH:7][C:2]([CH3:1])=[CH:3][C:4]=1[CH:11]1[CH2:23][CH2:19][CH2:20][CH2:13][CH2:12]1. The yield is 0.600. (3) The reactants are [Cl:1][C:2]1[CH:25]=[C:24]([Cl:26])[CH:23]=[CH:22][C:3]=1[CH2:4][N:5]1[C:9](/[CH:10]=[CH:11]/[C:12](O)=[O:13])=[CH:8][C:7]([O:15][CH:16]2[CH2:21][CH2:20][O:19][CH2:18][CH2:17]2)=[N:6]1.[CH3:27][CH:28]([CH3:35])[CH2:29][CH2:30][S:31]([NH2:34])(=[O:33])=[O:32].N12CCCN=C1CCCCC2. The catalyst is CN(C)C=O. The product is [Cl:1][C:2]1[CH:25]=[C:24]([Cl:26])[CH:23]=[CH:22][C:3]=1[CH2:4][N:5]1[C:9](/[CH:10]=[CH:11]/[C:12]([NH:34][S:31]([CH2:30][CH2:29][CH:28]([CH3:35])[CH3:27])(=[O:33])=[O:32])=[O:13])=[CH:8][C:7]([O:15][CH:16]2[CH2:17][CH2:18][O:19][CH2:20][CH2:21]2)=[N:6]1. The yield is 0.360. (4) The reactants are [NH2:1][C:2](=[O:32])[C@H:3]([NH:8][C:9]1[CH:18]=[C:17]([C:19]#[N:20])[C:12]([C:13]([O:15]C)=O)=[C:11]([NH:21][C:22]2[CH:27]=[CH:26][CH:25]=[C:24]([S:28]([CH3:31])(=[O:30])=[O:29])[CH:23]=2)[N:10]=1)[CH2:4][CH:5]([CH3:7])[CH3:6]. The catalyst is CO.CC(O)=O.[OH-].[OH-].[Pd+2]. The product is [CH3:6][CH:5]([CH3:7])[CH2:4][C@@H:3]([NH:8][C:9]1[N:10]=[C:11]([NH:21][C:22]2[CH:27]=[CH:26][CH:25]=[C:24]([S:28]([CH3:31])(=[O:29])=[O:30])[CH:23]=2)[C:12]2[C:13](=[O:15])[NH:20][CH2:19][C:17]=2[CH:18]=1)[C:2]([NH2:1])=[O:32]. The yield is 0.270. (5) The reactants are [N:1]1[CH:6]=[CH:5][C:4]([C:7]2[O:11][C:10](=[O:12])[NH:9][N:8]=2)=[CH:3][CH:2]=1.[H-].[Na+].CS(O[CH2:20][CH2:21][C:22]1([CH3:33])[O:26][C:25]2=[N:27][C:28]([N+:30]([O-:32])=[O:31])=[CH:29][N:24]2[CH2:23]1)(=O)=O.[I-].[Na+]. The catalyst is O.CN(C=O)C. The product is [CH3:33][C:22]1([CH2:21][CH2:20][N:9]2[N:8]=[C:7]([C:4]3[CH:3]=[CH:2][N:1]=[CH:6][CH:5]=3)[O:11][C:10]2=[O:12])[O:26][C:25]2=[N:27][C:28]([N+:30]([O-:32])=[O:31])=[CH:29][N:24]2[CH2:23]1. The yield is 0.560. (6) The reactants are [CH2:1]([C:8]1([C:23]([OH:25])=O)[CH2:12][CH2:11][CH2:10][N:9]1[C:13]([O:15][CH2:16][C:17]1[CH:22]=[CH:21][CH:20]=[CH:19][CH:18]=1)=[O:14])[C:2]1[CH:7]=[CH:6][CH:5]=[CH:4][CH:3]=1.[CH3:26][O:27][C:28](=[O:34])[C@H:29]([C@@H:31]([CH3:33])[OH:32])[NH2:30].CN(C(ON1N=NC2C=CC=NC1=2)=[N+](C)C)C.F[P-](F)(F)(F)(F)F.CCN(C(C)C)C(C)C. The catalyst is CN(C=O)C.CCOC(C)=O. The product is [CH2:16]([O:15][C:13]([N:9]1[CH2:10][CH2:11][CH2:12][C:8]1([CH2:1][C:2]1[CH:3]=[CH:4][CH:5]=[CH:6][CH:7]=1)[C:23](=[O:25])[NH:30][C@@H:29]([C@H:31]([OH:32])[CH3:33])[C:28]([O:27][CH3:26])=[O:34])=[O:14])[C:17]1[CH:18]=[CH:19][CH:20]=[CH:21][CH:22]=1. The yield is 0.740. (7) The reactants are [CH:1]1([C:4]2[CH:8]=[C:7]([NH2:9])[N:6]([C:10]3[CH:15]=[CH:14][CH:13]=[CH:12][CH:11]=3)[N:5]=2)[CH2:3][CH2:2]1.C(N(CC)CC)C.Cl[C:24]([O:26][C:27]1[CH:32]=[CH:31][CH:30]=[CH:29][CH:28]=1)=[O:25]. The yield is 0.630. The catalyst is C1CCCCC1. The product is [CH:1]1([C:4]2[CH:8]=[C:7]([NH:9][C:24](=[O:25])[O:26][C:27]3[CH:32]=[CH:31][CH:30]=[CH:29][CH:28]=3)[N:6]([C:10]3[CH:15]=[CH:14][CH:13]=[CH:12][CH:11]=3)[N:5]=2)[CH2:3][CH2:2]1.